This data is from NCI-60 drug combinations with 297,098 pairs across 59 cell lines. The task is: Regression. Given two drug SMILES strings and cell line genomic features, predict the synergy score measuring deviation from expected non-interaction effect. (1) Synergy scores: CSS=43.9, Synergy_ZIP=1.82, Synergy_Bliss=2.29, Synergy_Loewe=-4.60, Synergy_HSA=5.79. Drug 1: CCN(CC)CCNC(=O)C1=C(NC(=C1C)C=C2C3=C(C=CC(=C3)F)NC2=O)C. Cell line: SK-MEL-5. Drug 2: CC1=C(C(=O)C2=C(C1=O)N3CC4C(C3(C2COC(=O)N)OC)N4)N. (2) Drug 1: CN1CCC(CC1)COC2=C(C=C3C(=C2)N=CN=C3NC4=C(C=C(C=C4)Br)F)OC. Drug 2: C1CC(=O)NC(=O)C1N2CC3=C(C2=O)C=CC=C3N. Cell line: OVCAR3. Synergy scores: CSS=15.0, Synergy_ZIP=-6.23, Synergy_Bliss=1.14, Synergy_Loewe=-13.1, Synergy_HSA=2.49.